From a dataset of Peptide-MHC class I binding affinity with 185,985 pairs from IEDB/IMGT. Regression. Given a peptide amino acid sequence and an MHC pseudo amino acid sequence, predict their binding affinity value. This is MHC class I binding data. (1) The binding affinity (normalized) is 0.710. The peptide sequence is RSPYRALM. The MHC is Mamu-A01 with pseudo-sequence Mamu-A01. (2) The binding affinity (normalized) is 0.0847. The peptide sequence is EEDAAVDDL. The MHC is HLA-A68:02 with pseudo-sequence HLA-A68:02.